Dataset: Catalyst prediction with 721,799 reactions and 888 catalyst types from USPTO. Task: Predict which catalyst facilitates the given reaction. (1) Reactant: Br[CH2:2][C:3]([N:5]([CH3:15])[C:6]1[CH:11]=[CH:10][C:9]([N+:12]([O-:14])=[O:13])=[CH:8][CH:7]=1)=[O:4].CCN(CC)CC.[NH:23]1[CH2:28][CH2:27][CH2:26][CH2:25][CH2:24]1. Product: [CH3:15][N:5]([C:6]1[CH:11]=[CH:10][C:9]([N+:12]([O-:14])=[O:13])=[CH:8][CH:7]=1)[C:3](=[O:4])[CH2:2][N:23]1[CH2:28][CH2:27][CH2:26][CH2:25][CH2:24]1. The catalyst class is: 2. (2) Reactant: [P].[Br:2][C:3]1[CH:4]=[C:5]([CH:26]=[CH:27][CH:28]=1)[C:6]([NH:8][CH2:9][C:10]([C:13]1[CH:14]=[C:15]([O:24][CH3:25])[C:16]2[O:20][C:19]([CH3:22])([CH3:21])[CH2:18][C:17]=2[CH:23]=1)([CH3:12])[CH3:11])=O.[OH-].[Na+]. Product: [Br:2][C:3]1[CH:4]=[C:5]([C:6]2[C:23]3[C:13](=[CH:14][C:15]([O:24][CH3:25])=[C:16]4[O:20][C:19]([CH3:22])([CH3:21])[CH2:18][C:17]4=3)[C:10]([CH3:12])([CH3:11])[CH2:9][N:8]=2)[CH:26]=[CH:27][CH:28]=1. The catalyst class is: 11. (3) Reactant: [F:1][C:2]1[CH:7]=[C:6]([O:8][CH2:9][C:10]2[CH:15]=[CH:14][C:13]([CH:16]([S:20][C:21]3[S:22][CH:23]=[C:24]([C:26]4[CH:31]=[CH:30][CH:29]=[CH:28][CH:27]=4)[N:25]=3)[CH2:17][CH2:18][CH3:19])=[CH:12][CH:11]=2)[CH:5]=[CH:4][C:3]=1[CH2:32][CH2:33][C:34]([O:36]CC)=[O:35].[OH-].[Na+].O.Cl. Product: [F:1][C:2]1[CH:7]=[C:6]([O:8][CH2:9][C:10]2[CH:11]=[CH:12][C:13]([CH:16]([S:20][C:21]3[S:22][CH:23]=[C:24]([C:26]4[CH:27]=[CH:28][CH:29]=[CH:30][CH:31]=4)[N:25]=3)[CH2:17][CH2:18][CH3:19])=[CH:14][CH:15]=2)[CH:5]=[CH:4][C:3]=1[CH2:32][CH2:33][C:34]([OH:36])=[O:35]. The catalyst class is: 199.